Dataset: Catalyst prediction with 721,799 reactions and 888 catalyst types from USPTO. Task: Predict which catalyst facilitates the given reaction. (1) Reactant: [CH3:1][C:2]1[CH:7]=[C:6]([CH3:8])[C:5]([CH3:9])=[CH:4][C:3]=1[CH:10]([C:14]([OH:16])=O)[C:11](O)=[O:12].S(Cl)([Cl:19])=O. Product: [CH3:1][C:2]1[CH:7]=[C:6]([CH3:8])[C:5]([CH3:9])=[CH:4][C:3]=1[C:10]([C:14]([Cl:19])=[O:16])=[C:11]=[O:12]. The catalyst class is: 11. (2) Reactant: [CH:1]1([O:6][C:7]2[CH:8]=[C:9]3[C:14](=[CH:15][C:16]=2[O:17][CH3:18])[C:13]([CH2:19][C:20]2[CH:25]=[CH:24][CH:23]=[C:22]([O:26][CH3:27])[CH:21]=2)=[N:12][CH:11]=[C:10]3[CH:28]=[O:29])[CH2:5][CH2:4][CH2:3][CH2:2]1.[Se](=O)=[O:31].C(OCC)(=O)C.CCCCCC. Product: [CH:1]1([O:6][C:7]2[CH:8]=[C:9]3[C:14](=[CH:15][C:16]=2[O:17][CH3:18])[C:13]([C:19](=[O:31])[C:20]2[CH:25]=[CH:24][CH:23]=[C:22]([O:26][CH3:27])[CH:21]=2)=[N:12][CH:11]=[C:10]3[CH:28]=[O:29])[CH2:2][CH2:3][CH2:4][CH2:5]1. The catalyst class is: 15. (3) Reactant: [N:1]1[CH:6]=[CH:5][CH:4]=[N:3][C:2]=1[O:7][CH2:8][C:9]([O:11]CC)=O.O.[NH2:15][NH2:16]. Product: [NH3:1].[N:1]1[CH:6]=[CH:5][CH:4]=[N:3][C:2]=1[O:7][CH2:8][C:9]([NH:15][NH2:16])=[O:11]. The catalyst class is: 32. (4) Reactant: C([O:3][C:4](=O)[CH:5]([CH3:24])[CH2:6][N:7]([C:14]1[C:19]([N+:20]([O-])=O)=[CH:18][N:17]=[C:16]([Cl:23])[N:15]=1)[CH:8]1[CH2:13][CH2:12][O:11][CH2:10][CH2:9]1)C. Product: [Cl:23][C:16]1[N:17]=[CH:18][C:19]2[NH:20][C:4](=[O:3])[CH:5]([CH3:24])[CH2:6][N:7]([CH:8]3[CH2:13][CH2:12][O:11][CH2:10][CH2:9]3)[C:14]=2[N:15]=1. The catalyst class is: 180.